Dataset: Reaction yield outcomes from USPTO patents with 853,638 reactions. Task: Predict the reaction yield, written as a fraction of the theoretical maximum amount of product (1.0 means a 100% yield; for example, 0.34 means a 34% yield). (1) The catalyst is CN(C)C=O.O. The reactants are [NH2:1][CH2:2][C@@H:3]([OH:6])[CH2:4][OH:5].[CH3:7][C:8]1[CH:9]=[C:10]([C:25]2[S:29][C:28]([C:30](O)=[O:31])=[N:27][CH:26]=2)[CH:11]=[C:12]([NH:14][C:15]2[N:20]=[C:19]([C:21]([F:24])([F:23])[F:22])[CH:18]=[CH:17][N:16]=2)[CH:13]=1.C(N(CC)CC)C.F[P-](F)(F)(F)(F)F.N1(O[P+](N2CCCC2)(N2CCCC2)N2CCCC2)C2C=CC=CC=2N=N1. The product is [OH:6][C@@H:3]([CH2:4][OH:5])[CH2:2][NH:1][C:30]([C:28]1[S:29][C:25]([C:10]2[CH:11]=[C:12]([NH:14][C:15]3[N:20]=[C:19]([C:21]([F:24])([F:22])[F:23])[CH:18]=[CH:17][N:16]=3)[CH:13]=[C:8]([CH3:7])[CH:9]=2)=[CH:26][N:27]=1)=[O:31]. The yield is 0.820. (2) The reactants are [NH2:1][C:2]1[C:7]([NH2:8])=[C:6]([NH:9][C@@H:10]2[C@@H:15]3[CH2:16][C@@H:12]([CH:13]=[CH:14]3)[C@@H:11]2[C:17]([NH2:19])=[O:18])[C:5]([Cl:20])=[CH:4][N:3]=1.C(OC([N:28]1[CH2:33][CH2:32][CH:31]([N:34]2[CH:38]=[C:37]([CH:39]=O)[CH:36]=[N:35]2)[CH2:30][CH2:29]1)=O)(C)(C)C.FC(F)(F)C(O)=O. The catalyst is ClCCl. The product is [Cl:20][C:5]1[C:6]([NH:9][C@@H:10]2[C@@H:15]3[CH2:16][C@@H:12]([CH:13]=[CH:14]3)[C@@H:11]2[C:17]([NH2:19])=[O:18])=[C:7]2[N:8]=[C:39]([C:37]3[CH:36]=[N:35][N:34]([CH:31]4[CH2:32][CH2:33][NH:28][CH2:29][CH2:30]4)[CH:38]=3)[NH:1][C:2]2=[N:3][CH:4]=1. The yield is 0.640. (3) The reactants are [NH2:1][C:2]1[C:3]([OH:12])=[C:4]([CH:9]=[CH:10][CH:11]=1)[C:5]([O:7][CH3:8])=[O:6].N1C=CC=CC=1.[N:19]1[CH:24]=[CH:23][C:22]([C:25]2[CH:26]=[C:27]([CH:31]=[CH:32][CH:33]=2)[C:28](Cl)=[O:29])=[CH:21][CH:20]=1. The catalyst is C1(C)C=CC=CC=1. The product is [OH:12][C:3]1[C:2]([NH:1][C:28](=[O:29])[C:27]2[CH:31]=[CH:32][CH:33]=[C:25]([C:22]3[CH:21]=[CH:20][N:19]=[CH:24][CH:23]=3)[CH:26]=2)=[CH:11][CH:10]=[CH:9][C:4]=1[C:5]([O:7][CH3:8])=[O:6]. The yield is 0.850. (4) The reactants are [CH2:1]([N:8]1[CH2:13][CH2:12][C:11](=O)[CH2:10][CH2:9]1)[C:2]1[CH:7]=[CH:6][CH:5]=[CH:4][CH:3]=1.[CH2:15]([O:17][C:18](=[O:22])[CH2:19][C:20]#[N:21])[CH3:16].C(O)(=O)C. The catalyst is C1(C)C=CC=CC=1. The product is [CH2:15]([O:17][C:18](=[O:22])[C:19](=[C:11]1[CH2:12][CH2:13][N:8]([CH2:1][C:2]2[CH:7]=[CH:6][CH:5]=[CH:4][CH:3]=2)[CH2:9][CH2:10]1)[C:20]#[N:21])[CH3:16]. The yield is 1.00. (5) The reactants are N1C=CC=CC=1.Cl[C:8]([O:10][CH:11]([Cl:13])[CH3:12])=[O:9].[C:14]([O:19][CH2:20][CH2:21][OH:22])(=[O:18])[C:15]([CH3:17])=[CH2:16]. The catalyst is ClCCl. The product is [C:8](=[O:9])([O:22][CH2:21][CH2:20][O:19][C:14](=[O:18])[C:15]([CH3:17])=[CH2:16])[O:10][CH:11]([Cl:13])[CH3:12]. The yield is 0.740. (6) The reactants are [NH2:1][C:2]1[CH:7]=[CH:6][CH:5]=[CH:4][CH:3]=1.[NH2:8][C:9]1[CH:14]=[CH:13][CH:12]=[CH:11][N:10]=1. The catalyst is C1(C)C=CC=CC=1.[Ti].[Au]. The product is [C:2]1([N:1]=[N:8][C:9]2[CH:14]=[CH:13][CH:12]=[CH:11][N:10]=2)[CH:7]=[CH:6][CH:5]=[CH:4][CH:3]=1. The yield is 0.520. (7) The reactants are N[C:2]1C=C(I)C=CC=1C(OC)=O.[I:13][C:14]1[CH:22]=[CH:21][C:17]([C:18]([OH:20])=[O:19])=[C:16]([N+:23]([O-:25])=[O:24])[CH:15]=1.C1CCN2C(=NCCC2)CC1.IC. The catalyst is CN(C=O)C.O. The product is [I:13][C:14]1[CH:22]=[CH:21][C:17]([C:18]([O:20][CH3:2])=[O:19])=[C:16]([N+:23]([O-:25])=[O:24])[CH:15]=1. The yield is 0.950. (8) The reactants are CC1(C)C(C)(C)OB([C:9]2[CH:22]=[CH:21][C:20]3[C:19]4[C:14](=[CH:15][C:16](B5OC(C)(C)C(C)(C)O5)=[CH:17][CH:18]=4)[CH2:13][CH2:12][C:11]=3[CH:10]=2)O1.[C:33]([O:37][C:38]([N:40]1[CH2:44][CH2:43][CH2:42][CH:41]1[C:45]1[NH:46][CH:47]=[C:48](Br)[N:49]=1)=[O:39])([CH3:36])([CH3:35])[CH3:34].[C:51]([O-:54])(O)=[O:52].[Na+]. The catalyst is COCCOC.O.C1C=CC([P]([Pd]([P](C2C=CC=CC=2)(C2C=CC=CC=2)C2C=CC=CC=2)([P](C2C=CC=CC=2)(C2C=CC=CC=2)C2C=CC=CC=2)[P](C2C=CC=CC=2)(C2C=CC=CC=2)C2C=CC=CC=2)(C2C=CC=CC=2)C2C=CC=CC=2)=CC=1. The product is [C:33]([O:37][C:38]([N:40]1[CH2:44][CH2:43][CH2:42][CH:41]1[C:45]1[NH:49][C:48]([C:9]2[CH:10]=[CH:11][C:20]3[C:19]4[C:14](=[CH:15][C:16]([C:48]5[NH:49][C:45]([CH:41]6[CH2:42][CH2:43][CH2:44][N:40]6[C:51]([O:54][C:33]([CH3:36])([CH3:35])[CH3:34])=[O:52])=[N:46][CH:47]=5)=[CH:17][CH:18]=4)[CH2:13][CH2:12][C:21]=3[CH:22]=2)=[CH:47][N:46]=1)=[O:39])([CH3:36])([CH3:35])[CH3:34]. The yield is 0.240. (9) The reactants are [H-].[Na+].[CH3:3][O:4][C:5]1[CH:13]=[C:12]2[C:8]([C:9]([C:15]#[N:16])=[C:10]([CH3:14])[NH:11]2)=[CH:7][CH:6]=1.[CH2:17](I)[CH3:18]. The catalyst is CN(C=O)C. The product is [CH2:17]([N:11]1[C:12]2[C:8](=[CH:7][CH:6]=[C:5]([O:4][CH3:3])[CH:13]=2)[C:9]([C:15]#[N:16])=[C:10]1[CH3:14])[CH3:18]. The yield is 0.920. (10) The reactants are [Br:1][C:2]1[CH:3]=[C:4]([C:8]2[CH:9]=[CH:10][C:11]3[NH:16][C:15](=[O:17])[O:14][C:13]([CH3:19])([CH3:18])[C:12]=3[CH:20]=2)[CH:5]=[CH:6][CH:7]=1.[H-].[Na+].I[CH3:24].S([O-])([O-])(=O)=O.[NH4+].[NH4+]. The product is [Br:1][C:2]1[CH:3]=[C:4]([C:8]2[CH:9]=[CH:10][C:11]3[N:16]([CH3:24])[C:15](=[O:17])[O:14][C:13]([CH3:18])([CH3:19])[C:12]=3[CH:20]=2)[CH:5]=[CH:6][CH:7]=1. The catalyst is CN(C=O)C.C(OCC)(=O)C. The yield is 0.720.